Dataset: Reaction yield outcomes from USPTO patents with 853,638 reactions. Task: Predict the reaction yield, written as a fraction of the theoretical maximum amount of product (1.0 means a 100% yield; for example, 0.34 means a 34% yield). (1) The reactants are Cl[C:2]1[NH:3][C:4]([C:12]2[CH:17]=[CH:16][CH:15]=[CH:14][C:13]=2[F:18])=[CH:5][C:6]=1[C:7]([O:9][CH2:10][CH3:11])=[O:8]. The catalyst is C(O)C.[C].[Pd]. The product is [F:18][C:13]1[CH:14]=[CH:15][CH:16]=[CH:17][C:12]=1[C:4]1[NH:3][CH:2]=[C:6]([C:7]([O:9][CH2:10][CH3:11])=[O:8])[CH:5]=1. The yield is 0.180. (2) The reactants are [OH-].[Na+:2].[CH3:3][CH:4]1[CH2:8][CH2:7][CH2:6][N:5]1[C:9]1[N:14]=[C:13]([NH:15][C:16]2[C:17]3[N:18]([CH:31]=[CH:32][N:33]=3)[N:19]=[C:20]([C:22]3[CH:23]=[C:24]([CH:28]=[CH:29][CH:30]=3)[C:25]([OH:27])=[O:26])[CH:21]=2)[CH:12]=[CH:11][CH:10]=1. The catalyst is O. The product is [CH3:3][CH:4]1[CH2:8][CH2:7][CH2:6][N:5]1[C:9]1[N:14]=[C:13]([NH:15][C:16]2[C:17]3[N:18]([CH:31]=[CH:32][N:33]=3)[N:19]=[C:20]([C:22]3[CH:23]=[C:24]([CH:28]=[CH:29][CH:30]=3)[C:25]([O-:27])=[O:26])[CH:21]=2)[CH:12]=[CH:11][CH:10]=1.[Na+:2]. The yield is 0.760. (3) The reactants are [CH:1]12[CH2:7][CH:4]([CH:5]=[CH:6]1)[CH2:3][CH:2]2[C:8]([OH:10])=O.[CH3:11][NH:12][CH2:13][C:14]1[S:15][CH:16]=[CH:17][CH:18]=1.C(N(CC)CC)C.CCN=C=NCCCN(C)C. The catalyst is C(Cl)Cl.CN(C1C=CN=CC=1)C. The product is [CH3:11][N:12]([CH2:13][C:14]1[S:15][CH:16]=[CH:17][CH:18]=1)[C:8]([CH:2]1[CH2:3][CH:4]2[CH2:7][CH:1]1[CH:6]=[CH:5]2)=[O:10]. The yield is 0.0700. (4) The reactants are C([NH:7][C:8]1[CH:37]=[CH:36][C:11]([O:12][C:13]2[CH:22]=[C:21]3[C:16]([N:17]=[CH:18][C:19]([N:23]4[CH2:28][CH2:27][N:26](C(OC(C)(C)C)=O)[CH2:25][CH2:24]4)=[N:20]3)=[CH:15][CH:14]=2)=[CH:10][CH:9]=1)(=O)C(C)(C)C.Cl.[OH-].[Na+]. The catalyst is CC(O)=O. The product is [N:23]1([C:19]2[CH:18]=[N:17][C:16]3[C:21]([N:20]=2)=[CH:22][C:13]([O:12][C:11]2[CH:36]=[CH:37][C:8]([NH2:7])=[CH:9][CH:10]=2)=[CH:14][CH:15]=3)[CH2:28][CH2:27][NH:26][CH2:25][CH2:24]1. The yield is 0.450.